The task is: Predict the reaction yield, written as a fraction of the theoretical maximum amount of product (1.0 means a 100% yield; for example, 0.34 means a 34% yield).. This data is from Reaction yield outcomes from USPTO patents with 853,638 reactions. (1) The reactants are Br[C:2]1[C:19]([NH:20][C:21](=[O:27])[CH2:22][C:23]([CH3:26])([CH3:25])[CH3:24])=[C:18]([CH3:28])[C:5]2[CH:6]([C:9]3[CH:14]=[CH:13][C:12]([CH:15]([CH3:17])[CH3:16])=[CH:11][CH:10]=3)[CH2:7][O:8][C:4]=2[C:3]=1[CH3:29].[C:30]1(B(O)O)[CH:35]=[CH:34][CH:33]=[CH:32][CH:31]=1. The catalyst is CCCCCC.C(OCC)(=O)C. The product is [CH:15]([C:12]1[CH:11]=[CH:10][C:9]([CH:6]2[C:5]3[C:18]([CH3:28])=[C:19]([NH:20][C:21](=[O:27])[CH2:22][C:23]([CH3:25])([CH3:24])[CH3:26])[C:2]([C:30]4[CH:35]=[CH:34][CH:33]=[CH:32][CH:31]=4)=[C:3]([CH3:29])[C:4]=3[O:8][CH2:7]2)=[CH:14][CH:13]=1)([CH3:16])[CH3:17]. The yield is 0.420. (2) The reactants are Cl[CH2:2][C:3]1[CH:13]=[CH:12][C:6]2[O:7][C:8]([F:11])([F:10])[O:9][C:5]=2[CH:4]=1.[C-:14]#[N:15].[Na+].O.CC(OC)(C)C. The catalyst is CS(C)=O. The product is [F:10][C:8]1([F:11])[O:7][C:6]2[CH:12]=[CH:13][C:3]([CH2:2][C:14]#[N:15])=[CH:4][C:5]=2[O:9]1. The yield is 0.950. (3) The reactants are [OH:1][CH2:2][CH:3]1[CH2:8][CH2:7][CH2:6][N:5]([C:9]([O:11][CH2:12][C:13]2[CH:18]=[CH:17][CH:16]=[CH:15][CH:14]=2)=[O:10])[CH2:4]1.CC(OI1(O[C:38](C)=[O:39])(OC(C)=O)OC(=O)C2C1=CC=CC=2)=O.C(=O)([O-])O.[Na+].S([O-])([O-])(=O)=S.[Na+].[Na+].P([O-])(O)(O)=O.[Na+].CC(=CC)C.Cl([O-])=O.[Na+].Cl.[CH3:69][NH:70]OC.F[P-](F)(F)(F)(F)F.N1(OC(N(C)C)=[N+](C)C)C2N=CC=CC=2N=N1.C(N(CC)CC)C. The catalyst is ClCCl.O. The product is [CH3:38][O:39][N:70]([CH3:69])[C:2]([CH:3]1[CH2:8][CH2:7][CH2:6][N:5]([C:9]([O:11][CH2:12][C:13]2[CH:14]=[CH:15][CH:16]=[CH:17][CH:18]=2)=[O:10])[CH2:4]1)=[O:1]. The yield is 0.590.